This data is from Catalyst prediction with 721,799 reactions and 888 catalyst types from USPTO. The task is: Predict which catalyst facilitates the given reaction. Product: [NH2:7][CH:8]1[CH2:13][CH2:12][N:11]([CH2:14][CH2:15][N:16]2[C:25]3[C:20](=[CH:21][CH:22]=[C:23]([O:26][CH3:27])[CH:24]=3)[CH:19]=[CH:18][C:17]2=[O:28])[CH2:10][CH2:9]1. The catalyst class is: 135. Reactant: C(OC(=O)[NH:7][CH:8]1[CH2:13][CH2:12][N:11]([CH2:14][CH2:15][N:16]2[C:25]3[C:20](=[CH:21][CH:22]=[C:23]([O:26][CH3:27])[CH:24]=3)[CH:19]=[CH:18][C:17]2=[O:28])[CH2:10][CH2:9]1)(C)(C)C.Cl.